Dataset: Full USPTO retrosynthesis dataset with 1.9M reactions from patents (1976-2016). Task: Predict the reactants needed to synthesize the given product. (1) Given the product [OH:1][CH2:2][C@:3]12[CH2:37][CH2:36][C@@H:35]([CH:38]([CH3:40])[CH3:39])[C@@H:4]1[C@@H:5]1[C@@:18]([CH3:21])([CH2:19][CH2:20]2)[C@@:17]2([CH3:22])[C@@H:8]([C@:9]3([CH3:34])[C@@H:14]([CH2:15][CH2:16]2)[C:13]([CH3:24])([CH3:23])[C:12]([C:25]2[CH:33]=[CH:32][C:28]([C:29]([OH:31])=[O:30])=[CH:27][CH:26]=2)=[CH:11][CH2:10]3)[CH2:7][CH2:6]1, predict the reactants needed to synthesize it. The reactants are: [OH:1][CH2:2][C@:3]12[CH2:37][CH2:36][C@@H:35]([C:38]([CH3:40])=[CH2:39])[C@@H:4]1[C@@H:5]1[C@@:18]([CH3:21])([CH2:19][CH2:20]2)[C@@:17]2([CH3:22])[C@@H:8]([C@:9]3([CH3:34])[C@@H:14]([CH2:15][CH2:16]2)[C:13]([CH3:24])([CH3:23])[C:12]([C:25]2[CH:33]=[CH:32][C:28]([C:29]([OH:31])=[O:30])=[CH:27][CH:26]=2)=[CH:11][CH2:10]3)[CH2:7][CH2:6]1. (2) Given the product [BrH:1].[BrH:1].[CH3:9][C:7]1[CH:6]=[C:5]([CH2:10][NH:28][C:26]([SH:27])=[NH:25])[CH:4]=[C:3]([CH2:2][NH:25][C:26]([SH:27])=[NH:28])[CH:8]=1, predict the reactants needed to synthesize it. The reactants are: [Br:1][CH2:2][C:3]1[CH:8]=[C:7]([CH3:9])[CH:6]=[C:5]([CH2:10]Br)[CH:4]=1.ClCC1C(C)=C(CCl)C(C)=CC=1C.[NH2:25][C:26]([NH2:28])=[S:27]. (3) The reactants are: [Cl:1][C:2]1[CH:7]=[CH:6][CH:5]=[CH:4][C:3]=1[CH:8]([NH2:10])[CH3:9].C(N(CC)CC)C.[Cl:18][CH2:19][CH2:20][N:21]=[C:22]=[O:23]. Given the product [Cl:18][CH2:19][CH2:20][NH:21][C:22]([NH:10][CH:8]([C:3]1[CH:4]=[CH:5][CH:6]=[CH:7][C:2]=1[Cl:1])[CH3:9])=[O:23], predict the reactants needed to synthesize it. (4) Given the product [CH3:1][O:2][C:3]([C:5]1[CH:13]=[C:12]2[C:8]([CH:9]=[N:10][N:11]2[C:22]2[CH:27]=[CH:26][CH:25]=[CH:24][CH:23]=2)=[CH:7][CH:6]=1)=[O:4], predict the reactants needed to synthesize it. The reactants are: [CH3:1][O:2][C:3]([C:5]1[CH:13]=[C:12]2[C:8]([CH:9]=[N:10][NH:11]2)=[C:7](C2C=CC(C)=CN=2)[CH:6]=1)=[O:4].I[C:22]1[CH:27]=[CH:26][CH:25]=[CH:24][CH:23]=1.CN[C@H]1CCCC[C@@H]1NC.C([O-])([O-])=O.[Cs+].[Cs+]. (5) Given the product [CH3:25][C:26]1[CH:34]=[C:33]([CH3:35])[C:32]([N+:36]([O-:38])=[O:37])=[CH:31][C:27]=1[C:28]([N:7]1[CH2:12][CH2:11][CH:10]([C:13]2[CH:20]=[CH:19][C:16]([C:17]#[N:18])=[CH:15][CH:14]=2)[CH2:9][CH2:8]1)=[O:30], predict the reactants needed to synthesize it. The reactants are: NC1C=C(C=CC=1C)C([N:7]1[CH2:12][CH2:11][CH:10]([C:13]2[CH:20]=[CH:19][C:16]([C:17]#[N:18])=[CH:15][CH:14]=2)[CH2:9][CH2:8]1)=O.[CH3:25][C:26]1[CH:34]=[C:33]([CH3:35])[C:32]([N+:36]([O-:38])=[O:37])=[CH:31][C:27]=1[C:28]([OH:30])=O.C(C1C=CC(C2CCNCC2)=CC=1)#N.